Dataset: Catalyst prediction with 721,799 reactions and 888 catalyst types from USPTO. Task: Predict which catalyst facilitates the given reaction. (1) Reactant: Br[C:2]1[CH:3]=[CH:4][C:5]([C:8]2[CH:13]=[CH:12][C:11]([O:14][CH2:15][C:16]3[CH:21]=[CH:20][CH:19]=[CH:18][CH:17]=3)=[C:10]([F:22])[CH:9]=2)=[N:6][CH:7]=1.[Na+].[CH3:24][S:25]([O-:27])=[O:26].[OH-].[Na+].O. Product: [F:22][C:10]1[CH:9]=[C:8]([C:5]2[CH:4]=[CH:3][C:2]([S:25]([CH3:24])(=[O:27])=[O:26])=[CH:7][N:6]=2)[CH:13]=[CH:12][C:11]=1[O:14][CH2:15][C:16]1[CH:21]=[CH:20][CH:19]=[CH:18][CH:17]=1. The catalyst class is: 16. (2) Reactant: ClC1N=C(C2C=CC=CC=2)C2CCCC=2N=1.N[C:18]1[CH:26]=[CH:25][C:21]([C:22]([OH:24])=[O:23])=[CH:20][CH:19]=1. Product: [C:22]([OH:24])(=[O:23])[C:21]1[CH:25]=[CH:26][CH:18]=[CH:19][CH:20]=1. The catalyst class is: 41. (3) Reactant: [CH3:1][O:2][C:3]1[CH:8]=[C:7]([C:9]2[N:10]=[N:11][NH:12][CH:13]=2)[CH:6]=[CH:5][C:4]=1[C:14]1[CH:19]=[CH:18][CH:17]=[CH:16][N:15]=1.C([O-])([O-])=O.[Cs+].[Cs+].[O-]S(C(F)(F)F)(=O)=O.F[N+:35]1[CH:40]=[CH:39][CH:38]=[CH:37][CH:36]=1. Product: [CH3:1][O:2][C:3]1[CH:8]=[C:7]([C:9]2[CH:13]=[N:12][N:11]([C:36]3[CH:37]=[CH:38][CH:39]=[CH:40][N:35]=3)[N:10]=2)[CH:6]=[CH:5][C:4]=1[C:14]1[CH:19]=[CH:18][CH:17]=[CH:16][N:15]=1. The catalyst class is: 5. (4) The catalyst class is: 4. Reactant: [C:1]([O:5][C:6](=[O:16])[NH:7][C:8]1[CH:13]=[CH:12][CH:11]=[C:10]([CH2:14]O)[N:9]=1)([CH3:4])([CH3:3])[CH3:2].C(N(S(F)(F)[F:23])CC)C. Product: [C:1]([O:5][C:6](=[O:16])[NH:7][C:8]1[CH:13]=[CH:12][CH:11]=[C:10]([CH2:14][F:23])[N:9]=1)([CH3:4])([CH3:3])[CH3:2].